Task: Predict the product of the given reaction.. Dataset: Forward reaction prediction with 1.9M reactions from USPTO patents (1976-2016) (1) Given the reactants COC1C=CC(C[N:8]2[C:12]([NH2:13])=[C:11]([C:14]3[CH:15]=[N:16][C:17]([N:20]4[CH2:24][CH2:23][CH2:22][CH2:21]4)=[CH:18][CH:19]=3)[CH:10]=[N:9]2)=CC=1.FC(F)(F)C(O)=O.O(S(C(F)(F)F)(=O)=O)S(C(F)(F)F)(=O)=O, predict the reaction product. The product is: [N:20]1([C:17]2[N:16]=[CH:15][C:14]([C:11]3[CH:10]=[N:9][NH:8][C:12]=3[NH2:13])=[CH:19][CH:18]=2)[CH2:21][CH2:22][CH2:23][CH2:24]1. (2) Given the reactants [Br:1][C:2]1[CH:3]=[C:4]2[C:9](=[CH:10][CH:11]=1)[C:8](=[O:12])[NH:7][CH:6]=[CH:5]2.Br[CH2:14][C:15]1[CH:24]=[CH:23][C:18]([C:19]([O:21][CH3:22])=[O:20])=[CH:17][CH:16]=1, predict the reaction product. The product is: [Br:1][C:2]1[CH:3]=[C:4]2[C:9](=[CH:10][CH:11]=1)[C:8](=[O:12])[N:7]([CH2:14][C:15]1[CH:24]=[CH:23][C:18]([C:19]([O:21][CH3:22])=[O:20])=[CH:17][CH:16]=1)[CH:6]=[CH:5]2.